The task is: Predict the product of the given reaction.. This data is from Forward reaction prediction with 1.9M reactions from USPTO patents (1976-2016). Given the reactants [CH:1]1([CH2:4][C@:5]([OH:32])([CH3:31])[C@@H:6]([NH:8][C:9]([C:11]2[C:19]3[C:14](=[N:15][CH:16]=[C:17]([CH:20]4[CH2:22][CH2:21]4)[N:18]=3)[N:13](COCC[Si](C)(C)C)[CH:12]=2)=[O:10])[CH3:7])[CH2:3][CH2:2]1.O[C@@](C)(CC)[C@@H](NC(C1C2C(=NC=C(C3CC3)N=2)N(COCC[Si](C)(C)C)C=1)=O)C, predict the reaction product. The product is: [CH:1]1([CH2:4][C@:5]([OH:32])([CH3:31])[C@@H:6]([NH:8][C:9]([C:11]2[C:19]3[C:14](=[N:15][CH:16]=[C:17]([CH:20]4[CH2:21][CH2:22]4)[N:18]=3)[NH:13][CH:12]=2)=[O:10])[CH3:7])[CH2:3][CH2:2]1.